This data is from CYP2D6 inhibition data for predicting drug metabolism from PubChem BioAssay. The task is: Regression/Classification. Given a drug SMILES string, predict its absorption, distribution, metabolism, or excretion properties. Task type varies by dataset: regression for continuous measurements (e.g., permeability, clearance, half-life) or binary classification for categorical outcomes (e.g., BBB penetration, CYP inhibition). Dataset: cyp2d6_veith. The result is 0 (non-inhibitor). The molecule is COc1ccc(/C=C(/C#N)C(=O)NC2CCCCC2)cc1Br.